Dataset: Catalyst prediction with 721,799 reactions and 888 catalyst types from USPTO. Task: Predict which catalyst facilitates the given reaction. (1) Reactant: N#N.[N+:3]([C:6]1[CH:10]=[CH:9][N:8]([CH2:11][C:12]2[O:16][C:15]([CH:17]=[O:18])=[CH:14][CH:13]=2)[N:7]=1)([O-:5])=[O:4].[CH3:19][Mg]Br. Product: [N+:3]([C:6]1[CH:10]=[CH:9][N:8]([CH2:11][C:12]2[O:16][C:15]([CH:17]([OH:18])[CH3:19])=[CH:14][CH:13]=2)[N:7]=1)([O-:5])=[O:4].[N+:3]([C:6]1[CH:10]=[CH:9][N:8]([CH2:11][C:12]2[O:16][C:15]([CH:17]=[O:18])=[CH:14][CH:13]=2)[N:7]=1)([O-:5])=[O:4]. The catalyst class is: 598. (2) Reactant: [CH2:1]([C:7]1[C:11]2[S:12][C:13]([C:17]([O-:19])=[O:18])=[C:14](CC)[C:10]=2[S:9][CH:8]=1)[CH2:2][CH2:3][CH2:4][CH2:5][CH3:6].C1COCC1.[Li+].[OH-].Cl. Product: [CH2:1]([C:7]1[C:11]2[S:12][C:13]([C:17]([OH:19])=[O:18])=[CH:14][C:10]=2[S:9][CH:8]=1)[CH2:2][CH2:3][CH2:4][CH2:5][CH3:6]. The catalyst class is: 6. (3) Reactant: [CH3:1][O:2][C:3]1[CH:4]=[C:5]([CH:27]=[C:28]([CH3:39])[C:29]=1[N:30]1[CH:34]=[C:33]([C:35]([F:38])([F:37])[F:36])[CH:32]=[N:31]1)[O:6][CH:7]([C:11]1[CH:26]=[CH:25][C:14]([C:15]([NH:17][CH2:18][CH2:19][C:20]([O:22]CC)=[O:21])=[O:16])=[CH:13][CH:12]=1)[CH2:8][CH2:9][CH3:10].O1CCCC1.CO.[OH-].[Na+]. Product: [CH3:1][O:2][C:3]1[CH:4]=[C:5]([CH:27]=[C:28]([CH3:39])[C:29]=1[N:30]1[CH:34]=[C:33]([C:35]([F:36])([F:38])[F:37])[CH:32]=[N:31]1)[O:6][CH:7]([C:11]1[CH:12]=[CH:13][C:14]([C:15]([NH:17][CH2:18][CH2:19][C:20]([OH:22])=[O:21])=[O:16])=[CH:25][CH:26]=1)[CH2:8][CH2:9][CH3:10]. The catalyst class is: 2. (4) Reactant: [CH:1](=[N:8][OH:9])[C:2]1[CH:7]=[CH:6][CH:5]=[CH:4][CH:3]=1.CC1C=CC(S(NCl)(=O)=O)=CC=1. Product: [C:1](#[N+:8][O-:9])[C:2]1[CH:7]=[CH:6][CH:5]=[CH:4][CH:3]=1. The catalyst class is: 5. (5) Reactant: [OH-].[Na+].[CH3:3][O:4][C:5]1[CH:6]=[C:7]([C:15]#[C:16]/[CH:17]=[CH:18]/[C:19]([N:21]2[CH2:26][CH2:25][CH:24]([CH2:27][CH:28]([C:54]([O:56]C)=[O:55])[CH2:29][CH:30]3[CH2:35][CH2:34][N:33]([C:36](=[O:53])/[CH:37]=[CH:38]/[C:39]#[C:40][C:41]4[CH:46]=[C:45]([O:47][CH3:48])[C:44]([O:49][CH3:50])=[C:43]([O:51][CH3:52])[CH:42]=4)[CH2:32][CH2:31]3)[CH2:23][CH2:22]2)=[O:20])[CH:8]=[C:9]([O:13][CH3:14])[C:10]=1[O:11][CH3:12].Cl. Product: [CH3:52][O:51][C:43]1[CH:42]=[C:41]([C:40]#[C:39]/[CH:38]=[CH:37]/[C:36]([N:33]2[CH2:32][CH2:31][CH:30]([CH2:29][CH:28]([C:54]([OH:56])=[O:55])[CH2:27][CH:24]3[CH2:25][CH2:26][N:21]([C:19](=[O:20])/[CH:18]=[CH:17]/[C:16]#[C:15][C:7]4[CH:6]=[C:5]([O:4][CH3:3])[C:10]([O:11][CH3:12])=[C:9]([O:13][CH3:14])[CH:8]=4)[CH2:22][CH2:23]3)[CH2:35][CH2:34]2)=[O:53])[CH:46]=[C:45]([O:47][CH3:48])[C:44]=1[O:49][CH3:50]. The catalyst class is: 5.